From a dataset of Full USPTO retrosynthesis dataset with 1.9M reactions from patents (1976-2016). Predict the reactants needed to synthesize the given product. (1) Given the product [NH2:1][C:2]1[N:6]([C:7]2[CH:8]=[C:9]([C:10](=[O:11])[NH:12][CH:13]3[CH2:14][CH2:15]3)[CH:16]=[CH:17][C:18]=2[CH3:19])[N:5]=[CH:4][C:3]=1[C:20]([OH:29])=[O:31], predict the reactants needed to synthesize it. The reactants are: [NH2:1][C:2]1[N:6]([C:7]2[CH:8]=[C:9]([CH:16]=[CH:17][C:18]=2[CH3:19])[C:10]([NH:12][CH:13]2[CH2:15][CH2:14]2)=[O:11])[N:5]=[CH:4][C:3]=1[C:20](=[O:29])C1C=CC=CC=1OC.[Li+].[OH-:31].Cl. (2) Given the product [C:1]([O:5][C@@H:6]([C:10]1[C:32]([CH3:33])=[CH:31][C:13]2[N:14]=[C:15]([N:17]3[CH2:22][CH2:21][O:20][CH:19]([C:24]4[CH:29]=[CH:28][CH:27]=[CH:26][CH:25]=4)[CH2:18]3)[S:16][C:12]=2[C:11]=1[C:34]1[CH:35]=[CH:36][C:37]([Cl:40])=[CH:38][CH:39]=1)[C:7]([OH:9])=[O:8])([CH3:4])([CH3:2])[CH3:3], predict the reactants needed to synthesize it. The reactants are: [C:1]([O:5][C@@H:6]([C:10]1[C:32]([CH3:33])=[CH:31][C:13]2[N:14]=[C:15]([N:17]3[CH2:22][CH2:21][O:20][C:19]([C:24]4[CH:29]=[CH:28][C:27](Cl)=[CH:26][CH:25]=4)(C)[CH2:18]3)[S:16][C:12]=2[C:11]=1[C:34]1[CH:39]=[CH:38][C:37]([Cl:40])=[CH:36][CH:35]=1)[C:7]([OH:9])=[O:8])([CH3:4])([CH3:3])[CH3:2].CC1C=CC(C2(C)OCCNC2)=CC=1.